Dataset: Catalyst prediction with 721,799 reactions and 888 catalyst types from USPTO. Task: Predict which catalyst facilitates the given reaction. Reactant: [I:1][C:2]1[C:10]2[C:5](=[N:6][CH:7]=[N:8][C:9]=2[NH2:11])[NH:4][N:3]=1.[N:12]1([C:18]([O-:20])=[O:19])[CH2:17][CH2:16][CH2:15][CH2:14][CH2:13]1.C(=O)([O-])[O-].[Cs+].[Cs+]. Product: [NH2:11][C:9]1[N:8]=[CH:7][N:6]=[C:5]2[N:4]([C@@H:14]3[CH2:15][CH2:16][CH2:17][N:12]([C:18]([O:20][C:10]([CH3:2])([CH3:5])[CH3:9])=[O:19])[CH2:13]3)[N:3]=[C:2]([I:1])[C:10]=12. The catalyst class is: 9.